Task: Predict which catalyst facilitates the given reaction.. Dataset: Catalyst prediction with 721,799 reactions and 888 catalyst types from USPTO (1) Reactant: [C:1]([C:3]1[CH:32]=[CH:31][C:6]([CH2:7][NH:8][C:9]([CH:11]([O:28][CH2:29][CH3:30])[C:12]2[C:13]([F:27])=[C:14](OS(C(F)(F)F)(=O)=O)[CH:15]=[CH:16][C:17]=2[F:18])=[O:10])=[CH:5][CH:4]=1)#[N:2].B1(B2OC(C)(C)C(C)(C)O2)OC(C)(C)C(C)(C)O1.CC([O-])=O.[K+].Br[C:57]1[CH:58]=[CH:59][CH:60]=[N:61][CH:62]=1.C([O-])([O-])=O.[Na+].[Na+]. Product: [C:1]([C:3]1[CH:32]=[CH:31][C:6]([CH2:7][NH:8][C:9](=[O:10])[CH:11]([C:12]2[C:17]([F:18])=[CH:16][CH:15]=[C:14]([C:60]3[CH:59]=[CH:58][CH:57]=[CH:62][N:61]=3)[C:13]=2[F:27])[O:28][CH2:29][CH3:30])=[CH:5][CH:4]=1)#[N:2]. The catalyst class is: 184. (2) Reactant: [CH3:1][N:2]([CH2:10][C:11]1[CH:25]=[CH:24][C:14]2[N:15](C3CCCCO3)[CH:16]=[N:17][C:13]=2[C:12]=1[CH3:26])C(=O)OC(C)(C)C. Product: [CH3:1][NH:2][CH2:10][C:11]1[CH:25]=[CH:24][C:14]2[NH:15][CH:16]=[N:17][C:13]=2[C:12]=1[CH3:26]. The catalyst class is: 157. (3) Reactant: [C:1]1([CH2:7][CH2:8][C:9]2[N:13]3[CH:14]=[C:15]([CH2:18][NH2:19])[CH:16]=[CH:17][C:12]3=[CH:11][N:10]=2)[CH:6]=[CH:5][CH:4]=[CH:3][CH:2]=1.[CH3:20][O:21][CH2:22][O:23][C:24]1[CH:32]=[CH:31][C:27]([C:28](O)=[O:29])=[CH:26][CH:25]=1.C(N(CC)CC)C.CCN=C=NCCCN(C)C.C1C=CC2N(O)N=NC=2C=1.C([O-])(O)=O.[Na+]. Product: [CH3:20][O:21][CH2:22][O:23][C:24]1[CH:32]=[CH:31][C:27]([C:28]([NH:19][CH2:18][C:15]2[CH:16]=[CH:17][C:12]3[N:13]([C:9]([CH2:8][CH2:7][C:1]4[CH:2]=[CH:3][CH:4]=[CH:5][CH:6]=4)=[N:10][CH:11]=3)[CH:14]=2)=[O:29])=[CH:26][CH:25]=1. The catalyst class is: 3. (4) Reactant: C([O:3][C:4]([C:6]1[N:10]2[CH:11]=[CH:12][CH:13]=[N:14][C:9]2=[C:8]([CH2:15][C:16]2[CH:21]=[CH:20][CH:19]=[CH:18][C:17]=2[F:22])[N:7]=1)=O)C.[NH3:23]. Product: [F:22][C:17]1[CH:18]=[CH:19][CH:20]=[CH:21][C:16]=1[CH2:15][C:8]1[N:7]=[C:6]([C:4]([NH2:23])=[O:3])[N:10]2[CH:11]=[CH:12][CH:13]=[N:14][C:9]=12. The catalyst class is: 5. (5) The catalyst class is: 56. Product: [Cl:1][C:2]1[N:7]=[C:6]([NH:21][CH2:20][C:19]([CH3:23])([CH3:22])[CH3:18])[C:5]([CH2:9][Cl:10])=[CH:4][N:3]=1. Reactant: [Cl:1][C:2]1[N:7]=[C:6](Cl)[C:5]([CH2:9][Cl:10])=[CH:4][N:3]=1.C(N(CC)CC)C.[CH3:18][C:19]([CH3:23])([CH3:22])[CH2:20][NH2:21]. (6) Reactant: [NH:1]1[CH2:5][CH2:4][C@@H:3]2[CH2:6][N:7]([C:9]([O:11][C:12]([CH3:15])([CH3:14])[CH3:13])=[O:10])[CH2:8][C@H:2]12.Br[C:17]1[CH:18]=[N:19][CH:20]=[C:21]([CH:33]=1)[C:22]([NH:24][C:25]1[CH:30]=[C:29]([F:31])[CH:28]=[C:27]([F:32])[CH:26]=1)=[O:23].C1(P(C2C=CC=CC=2)C2C3OC4C(=CC=CC=4P(C4C=CC=CC=4)C4C=CC=CC=4)C(C)(C)C=3C=CC=2)C=CC=CC=1.C(=O)([O-])[O-].[Cs+].[Cs+]. Product: [F:32][C:27]1[CH:26]=[C:25]([NH:24][C:22]([C:21]2[CH:33]=[C:17]([N:1]3[C@@H:2]4[C@@H:3]([CH2:6][N:7]([C:9]([O:11][C:12]([CH3:15])([CH3:14])[CH3:13])=[O:10])[CH2:8]4)[CH2:4][CH2:5]3)[CH:18]=[N:19][CH:20]=2)=[O:23])[CH:30]=[C:29]([F:31])[CH:28]=1. The catalyst class is: 62. (7) Product: [Br:20][C:3]1[CH:4]=[CH:5][C:6]([OH:7])=[C:1]([CH3:8])[CH:2]=1. The catalyst class is: 15. Reactant: [C:1]1([CH3:8])[C:6]([OH:7])=[CH:5][CH:4]=[CH:3][CH:2]=1.CS(C)=O.C(=O)([O-])[O-].[Na+].[Na+].O.[BrH:20]. (8) Reactant: F[P-](F)(F)(F)(F)F.Br[P+](N1CCCC1)(N1CCCC1)N1CCCC1.[CH3:25][N:26]([CH3:36])[C:27]1[CH:35]=[CH:34][C:30]([C:31]([OH:33])=O)=[CH:29][CH:28]=1.[NH2:37][C:38]1[CH:43]=[CH:42][C:41]([C:44]2([C:49]#[N:50])[CH2:48][CH2:47][CH2:46][CH2:45]2)=[CH:40][CH:39]=1.C(N(C(C)C)C(C)C)C. Product: [C:49]([C:44]1([C:41]2[CH:40]=[CH:39][C:38]([NH:37][C:31](=[O:33])[C:30]3[CH:29]=[CH:28][C:27]([N:26]([CH3:25])[CH3:36])=[CH:35][CH:34]=3)=[CH:43][CH:42]=2)[CH2:48][CH2:47][CH2:46][CH2:45]1)#[N:50]. The catalyst class is: 2. (9) Reactant: [F:1][C:2]1[CH:3]=[C:4]([CH:8]=[CH:9][C:10]=1[OH:11])[C:5]([OH:7])=[O:6].[CH2:12](Br)[C:13]1[CH:18]=[CH:17][CH:16]=[CH:15][CH:14]=1.CN(C=O)C.C(=O)([O-])[O-].[K+].[K+]. Product: [F:1][C:2]1[CH:3]=[C:4]([CH:8]=[CH:9][C:10]=1[OH:11])[C:5]([O:7][CH2:12][C:13]1[CH:18]=[CH:17][CH:16]=[CH:15][CH:14]=1)=[O:6]. The catalyst class is: 13. (10) Reactant: [CH3:1][O:2][C:3]1[CH:8]=[CH:7][C:6]([C:9]2[NH:13][N:12]=[C:11]([NH:14][C:15](=[O:21])[CH2:16][CH2:17][CH2:18][CH2:19]Br)[CH:10]=2)=[CH:5][CH:4]=1.C(=O)([O-])[O-].[K+].[K+].[I-].[K+].[C:30]([N:33]1[CH2:39][CH2:38][CH2:37][NH:36][CH2:35][CH2:34]1)(=[O:32])[CH3:31].IC1C=CNN=1. Product: [C:30]([N:33]1[CH2:39][CH2:38][CH2:37][N:36]([CH2:19][CH2:18][CH2:17][CH2:16][C:15]([NH:14][C:11]2[CH:10]=[C:9]([C:6]3[CH:7]=[CH:8][C:3]([O:2][CH3:1])=[CH:4][CH:5]=3)[NH:13][N:12]=2)=[O:21])[CH2:35][CH2:34]1)(=[O:32])[CH3:31]. The catalyst class is: 21.